This data is from Forward reaction prediction with 1.9M reactions from USPTO patents (1976-2016). The task is: Predict the product of the given reaction. (1) Given the reactants [C:1]([CH:4]1[CH2:9][CH2:8][CH2:7][N:6]([C:10]2[O:11][CH2:12][C:13](=[O:20])[C:14]=2[C:15]([O:17][CH2:18][CH3:19])=[O:16])[CH2:5]1)(=[O:3])[NH2:2].[NH:21]1[C:29]2[C:24](=[CH:25][CH:26]=[CH:27][N:28]=2)[C:23]([CH:30]=O)=[CH:22]1.N1CCCCC1, predict the reaction product. The product is: [NH:21]1[C:29]2=[N:28][CH:27]=[CH:26][CH:25]=[C:24]2[C:23]([CH:30]=[C:12]2[O:11][C:10]([N:6]3[CH2:7][CH2:8][CH2:9][CH:4]([C:1](=[O:3])[NH2:2])[CH2:5]3)=[C:14]([C:15]([O:17][CH2:18][CH3:19])=[O:16])[C:13]2=[O:20])=[CH:22]1. (2) Given the reactants C(OC([N:11]1[CH2:18][C@@H:17]2[C@@H:13]([N:14]([C:19]3[CH:24]=[CH:23][C:22]([C:25]4[CH:30]=[CH:29][C:28]([C:31]#[N:32])=[CH:27][CH:26]=4)=[CH:21][CH:20]=3)[CH2:15][CH2:16]2)[CH2:12]1)=O)C1C=CC=CC=1, predict the reaction product. The product is: [N:14]1([C:19]2[CH:20]=[CH:21][C:22]([C:25]3[CH:30]=[CH:29][C:28]([C:31]#[N:32])=[CH:27][CH:26]=3)=[CH:23][CH:24]=2)[CH2:15][CH2:16][C@@H:17]2[CH2:18][NH:11][CH2:12][C@H:13]12. (3) Given the reactants Br[C:2]1[C:3]([C:23]2[CH:28]=[CH:27][C:26]([Cl:29])=[CH:25][CH:24]=2)=[CH:4][C:5]2[N:6]([C:8]([CH2:11][C:12]3[C:13]([CH3:22])=[N:14][C:15]([C:18]([F:21])([F:20])[F:19])=[CH:16][CH:17]=3)=[N:9][N:10]=2)[CH:7]=1.[F:30][C:31]1[CH:36]=[CH:35][CH:34]=[CH:33][C:32]=1B(O)O.C([O-])([O-])=O.[K+].[K+].ClC1C=CC(C2C(C3C=CC(Cl)=CC=3Cl)=CN3C(CC4C=NC(C(F)(F)F)=CC=4)=NN=C3C=2)=CC=1, predict the reaction product. The product is: [Cl:29][C:26]1[CH:27]=[CH:28][C:23]([C:3]2[C:2]([C:32]3[CH:33]=[CH:34][CH:35]=[CH:36][C:31]=3[F:30])=[CH:7][N:6]3[C:8]([CH2:11][C:12]4[C:13]([CH3:22])=[N:14][C:15]([C:18]([F:20])([F:21])[F:19])=[CH:16][CH:17]=4)=[N:9][N:10]=[C:5]3[CH:4]=2)=[CH:24][CH:25]=1. (4) Given the reactants N1(C2[N:12]=[C:11]([NH:13][C:14]3[N:19]=[CH:18][C:17]4[N:20]=[C:21]([CH3:26])[N:22]([CH:23]([CH3:25])[CH3:24])[C:16]=4[CH:15]=3)[CH:10]=[CH:9][N:8]=2)CC=CCC1.[CH3:27][N+:28]1([O-])[CH2:33][CH2:32][O:31][CH2:30][CH2:29]1.C[C:36](C)=[O:37], predict the reaction product. The product is: [CH:23]([N:22]1[C:16]2[CH:15]=[C:14]([NH:13][C:11]3[CH:10]=[CH:9][N:8]=[C:27]([N:28]4[CH2:29][CH2:30][CH:36]([OH:37])[CH:32]([OH:31])[CH2:33]4)[N:12]=3)[N:19]=[CH:18][C:17]=2[N:20]=[C:21]1[CH3:26])([CH3:25])[CH3:24].